This data is from Full USPTO retrosynthesis dataset with 1.9M reactions from patents (1976-2016). The task is: Predict the reactants needed to synthesize the given product. (1) The reactants are: Cl[S:2]([C:5]1[CH:6]=[C:7]([CH:11]=[CH:12][CH:13]=1)[C:8]([OH:10])=[O:9])(=[O:4])=[O:3].[C:14]([NH2:18])([CH3:17])([CH3:16])[CH3:15]. Given the product [C:14]([NH:18][S:2]([C:5]1[CH:6]=[C:7]([CH:11]=[CH:12][CH:13]=1)[C:8]([OH:10])=[O:9])(=[O:4])=[O:3])([CH3:17])([CH3:16])[CH3:15], predict the reactants needed to synthesize it. (2) Given the product [CH2:26]([N:33]([CH2:34][CH3:35])[C:23](=[O:24])[CH2:22][N:14]([S:11]([C:8]1[CH:9]=[CH:10][C:5]([C:1]([CH3:3])([CH3:2])[CH3:4])=[CH:6][CH:7]=1)(=[O:12])=[O:13])[C:15]1[CH:16]=[N:17][C:18]([CH3:21])=[CH:19][CH:20]=1)[C:27]1[CH:32]=[CH:31][CH:30]=[CH:29][CH:28]=1, predict the reactants needed to synthesize it. The reactants are: [C:1]([C:5]1[CH:10]=[CH:9][C:8]([S:11]([N:14]([CH2:22][C:23](O)=[O:24])[C:15]2[CH:16]=[N:17][C:18]([CH3:21])=[CH:19][CH:20]=2)(=[O:13])=[O:12])=[CH:7][CH:6]=1)([CH3:4])([CH3:3])[CH3:2].[CH2:26]([NH:33][CH2:34][CH3:35])[C:27]1[CH:32]=[CH:31][CH:30]=[CH:29][CH:28]=1.